From a dataset of Forward reaction prediction with 1.9M reactions from USPTO patents (1976-2016). Predict the product of the given reaction. The product is: [NH2:7][C:8]1[CH2:9][O:10][CH2:11][C:12]([C:18]2[CH:23]=[C:22]([NH:24][C:25]([C:27]3[CH:32]=[CH:31][C:30]([Cl:33])=[CH:29][N:28]=3)=[O:26])[CH:21]=[CH:20][C:19]=2[F:34])([C:14]([F:17])([F:16])[F:15])[N:13]=1. Given the reactants C(OC(=O)[NH:7][C:8]1[CH2:9][O:10][CH2:11][C:12]([C:18]2[CH:23]=[C:22]([NH:24][C:25]([C:27]3[CH:32]=[CH:31][C:30]([Cl:33])=[CH:29][N:28]=3)=[O:26])[CH:21]=[CH:20][C:19]=2[F:34])([C:14]([F:17])([F:16])[F:15])[N:13]=1)(C)(C)C, predict the reaction product.